Dataset: Full USPTO retrosynthesis dataset with 1.9M reactions from patents (1976-2016). Task: Predict the reactants needed to synthesize the given product. (1) Given the product [CH2:28]([N:17]([S:18]([C:21]1[CH:22]=[CH:23][C:24]([F:27])=[CH:25][CH:26]=1)(=[O:19])=[O:20])[C:15]1[CH:14]=[CH:13][C:12]2[N:8]([CH2:7][C:6]([OH:35])=[O:5])[C:9]([CH2:32][CH2:33][CH3:34])=[N:10][C:11]=2[CH:16]=1)[CH:29]=[CH:30][CH3:31], predict the reactants needed to synthesize it. The reactants are: C([O:5][C:6](=[O:35])[CH2:7][N:8]1[C:12]2[CH:13]=[CH:14][C:15]([N:17]([CH2:28][CH:29]=[CH:30][CH3:31])[S:18]([C:21]3[CH:26]=[CH:25][C:24]([F:27])=[CH:23][CH:22]=3)(=[O:20])=[O:19])=[CH:16][C:11]=2[N:10]=[C:9]1[CH2:32][CH2:33][CH3:34])(C)(C)C.C(O)(C(F)(F)F)=O. (2) Given the product [CH3:16][C:17]1[CH:22]=[CH:21][C:20]([S:23]([NH:26][C:27](=[O:52])[O:28][C@@H:29]([CH3:51])[CH2:30][C:31]2[CH:32]=[CH:33][C:34]([N:37]3[C:6]4[CH:7]=[C:2]([Cl:1])[C:3]([C:12]([F:15])([F:14])[F:13])=[CH:4][C:5]=4[N:9]=[C:38]3[CH2:49][CH3:50])=[CH:35][CH:36]=2)(=[O:25])=[O:24])=[CH:19][CH:18]=1, predict the reactants needed to synthesize it. The reactants are: [Cl:1][C:2]1[CH:7]=[C:6](Cl)[C:5]([N+:9]([O-])=O)=[CH:4][C:3]=1[C:12]([F:15])([F:14])[F:13].[CH3:16][C:17]1[CH:22]=[CH:21][C:20]([S:23]([NH:26][C:27](=[O:52])[O:28][C@@H:29]([CH3:51])[CH2:30][C:31]2[CH:36]=[CH:35][C:34]([N:37]3C4C=CC(C(=O)C)=CC=4N=[C:38]3[CH2:49][CH3:50])=[CH:33][CH:32]=2)(=[O:25])=[O:24])=[CH:19][CH:18]=1.